Dataset: Full USPTO retrosynthesis dataset with 1.9M reactions from patents (1976-2016). Task: Predict the reactants needed to synthesize the given product. (1) Given the product [NH2:1][C:2]1[CH:7]=[CH:6][C:5]([CH:8]2[C:10]3[CH:18]=[CH:17][CH:16]=[CH:15][C:11]=3[C:12](=[O:14])[O:13]2)=[CH:4][C:3]=1[N+:19]([O-:21])=[O:20], predict the reactants needed to synthesize it. The reactants are: [NH2:1][C:2]1[CH:7]=[CH:6][C:5]([C:8]([C:10]2[CH:18]=[CH:17][CH:16]=[CH:15][C:11]=2[C:12]([O-:14])=[O:13])=O)=[CH:4][C:3]=1[N+:19]([O-:21])=[O:20].[BH4-].[Na+]. (2) Given the product [NH2:27][C:23]1[N:24]=[CH:25][N:26]=[C:21]([NH:1][C@H:2]([C:4]2[N:8]([CH:9]3[CH2:10][CH2:11]3)[C:7]3[C:12]([C:16]([NH:18][CH3:19])=[O:17])=[CH:13][CH:14]=[CH:15][C:6]=3[N:5]=2)[CH3:3])[C:22]=1[I:28], predict the reactants needed to synthesize it. The reactants are: [NH2:1][C@H:2]([C:4]1[N:8]([CH:9]2[CH2:11][CH2:10]2)[C:7]2[C:12]([C:16]([NH:18][CH3:19])=[O:17])=[CH:13][CH:14]=[CH:15][C:6]=2[N:5]=1)[CH3:3].Cl[C:21]1[N:26]=[CH:25][N:24]=[C:23]([NH2:27])[C:22]=1[I:28].CCN(C(C)C)C(C)C. (3) Given the product [Cl:38][C:39]1[CH:44]=[CH:43][C:42]([S:45]([N:3]2[CH2:8][CH2:7][CH:6]([CH2:9][CH2:10][CH2:11][CH2:12][NH:13][C:14]([C:16]3[NH:24][C:23]4[CH:22]=[CH:21][N:20]=[CH:19][C:18]=4[CH:17]=3)=[O:15])[CH2:5][CH2:4]2)(=[O:47])=[O:46])=[CH:41][CH:40]=1, predict the reactants needed to synthesize it. The reactants are: Cl.Cl.[NH:3]1[CH2:8][CH2:7][CH:6]([CH2:9][CH2:10][CH2:11][CH2:12][NH:13][C:14]([C:16]2[NH:24][C:23]3[CH:22]=[CH:21][N:20]=[CH:19][C:18]=3[CH:17]=2)=[O:15])[CH2:5][CH2:4]1.CCN(CC)CC.O1CCOCC1.[Cl:38][C:39]1[CH:44]=[CH:43][C:42]([S:45](Cl)(=[O:47])=[O:46])=[CH:41][CH:40]=1.